This data is from Experimentally validated miRNA-target interactions with 360,000+ pairs, plus equal number of negative samples. The task is: Binary Classification. Given a miRNA mature sequence and a target amino acid sequence, predict their likelihood of interaction. (1) The miRNA is mmu-miR-380-3p with sequence UAUGUAGUAUGGUCCACAUCUU. The protein sequence of the target gene is MGMKHSSRCLLLRRKMAENAVESTEVSSAPPQPPQPVIPAKPVQCVHHVSTQPSCPGRGKMSKLLNPEEMTSRDYYFDSYAHFGIHEEMLKDEVRTLTYRNSMYHNKHVFKDKVVLDVGSGTGILSMFAAKAGAKKVFGIECSSISDYSEKIIKANHLDNVITIFKGKVEEVELPVEKVDIIISEWMGYCLFYESMLNTVIFARDKWLKPGGLMFPDRAALYVVAIEDRQYKDFKIHWWENVYGFDMTCIRDVAMKEPLVDIVDPKQVVTNACLIKEVDIYTVKTEELSFTSAFCLQIQR.... Result: 0 (no interaction). (2) The miRNA is hsa-miR-7976 with sequence UGCCCUGAGACUUUUGCUC. The protein sequence of the target gene is MAAAAELSLLEKSLGLSKGNKYSAQGERQIPVLQTNNGPSLTGLTTIAAHLVKQANKEYLLGSTAEEKAIVQQWLEYRVTQVDGHSSKNDIHTLLKDLNSYLEDKVYLTGYNFTLADILLYYGLHRFIVDLTVQEKEKYLNVSRWFCHIQHYPGIRQHLSSVVFIKNRLYTNSH. Result: 0 (no interaction). (3) The miRNA is osa-miR160a-5p with sequence UGCCUGGCUCCCUGUAUGCCA. The protein sequence of the target gene is MNWAFLQGLLSGVNKYSTVLSRIWLSVVFIFRVLVYVVAAEEVWDDEQKDFVCNTKQPGCPNVCYDEFFPVSHVRLWALQLILVTCPSLLVVMHVAYREERERKHHLKHGPNAPSLYDNLSKKRGGLWWTYLLSLIFKAAVDAGFLYIFHRLYKDYDMPRVVACSVEPCPHTVDCYISRPTEKKVFTYFMVTTAAICILLNLSEVFYLVGKRCMEIFGPRHRRPRCRECLPDTCPPYVLSQGGHPEDGNSVLMKAGSAPVDAGGYP. Result: 0 (no interaction). (4) The miRNA is mmu-miR-142a-3p with sequence UGUAGUGUUUCCUACUUUAUGGA. The protein sequence of the target gene is MATAGGGSGADPGSRGLLRLLSFCVLLAGLCRGNSVERKIYIPLNKTAPCVRLLNATHQIGCQSSISGDTGVIHVVEKEEDLQWVLTDGPNPPYMVLLESKHFTRDLMEKLKGRTSRIAGLAVSLTKPSPASGFSPSVQCPNDGFGVYSNSYGPEFAHCREIQWNSLGNGLAYEDFSFPIFLLEDENETKVIKQCYQDHNLSQNGSAPTFPLCAMQLFSHMHAVISTATCMRRSSIQSTFSINPEIVCDPLSDYNVWSMLKPINTTGTLKPDDRVVVAATRLDSRSFFWNVAPGAESAVA.... Result: 0 (no interaction). (5) The miRNA is hsa-miR-6888-5p with sequence AAGGAGAUGCUCAGGCAGAU. The protein sequence of the target gene is MEASAAEQPSSPPPPLGDHCIHDGDFVVLKREDVFKAVQVQRRKKVTFEKQWFYLDNAIGHSYGSAFDVSSGGSLQLRKKLEEPASETKEAGTDNRNIVDDGKSQKLTQDDIKALKDKGIKGEEIVQQLIENSTTFRDKTEFAQDKYIKKKKKKYEAIVTILKPSTRILSIMYYAREPGKINHMRYDTLAQMLTLGNIRAGNKMIVMETCSGLVLGAMMERMGGFGSIIQLYPGDGPVRAATACFGFPKSFLSGLYEFPLNKVNSLLNGTFSAEMLSSEPKDSTPVEESNGELEEKEIAE.... Result: 0 (no interaction). (6) The miRNA is hsa-miR-4436b-5p with sequence GUCCACUUCUGCCUGCCCUGCC. The protein sequence of the target gene is MSDLGAVISLLLWGRQLFALYSGNDVTDISDDRFPKPPEIANGYVEHLFRYQCKNYYRLRTEGDGVYTLNDKKQWINKAVGDKLPECEAVCGKPKNPANPVQRILGGHLDAKGSFPWQAKMVSHHNLTTGATLINEQWLLTTAKNLFLNHSENATAKDIAPTLTLYVGKKQLVEIEKVVLHPNYHQVDIGLIKLKQKVLVNERVMPICLPSKNYAEVGRVGYVSGWGQSDNFKLTDHLKYVMLPVADQYDCITHYEGSTCPKWKAPKSPVGVQPILNEHTFCVGMSKYQEDTCYGDAGSA.... Result: 1 (interaction).